The task is: Predict the reactants needed to synthesize the given product.. This data is from Full USPTO retrosynthesis dataset with 1.9M reactions from patents (1976-2016). (1) Given the product [C:19]1([CH:7]([C:1]2[CH:6]=[CH:5][CH:4]=[CH:3][CH:2]=2)[N:8]2[CH:13]=[CH:12][C:11]([C:14]([OH:16])=[O:15])=[CH:10][C:9]2=[O:18])[CH:20]=[CH:21][CH:22]=[CH:23][CH:24]=1, predict the reactants needed to synthesize it. The reactants are: [C:1]1([CH:7]([C:19]2[CH:24]=[CH:23][CH:22]=[CH:21][CH:20]=2)[N:8]2[CH:13]=[CH:12][C:11]([C:14]([O:16]C)=[O:15])=[CH:10][C:9]2=[O:18])[CH:6]=[CH:5][CH:4]=[CH:3][CH:2]=1.[OH-].[Na+]. (2) Given the product [CH2:1]([C:3]1[C:4]([C:13]([C:15]2[CH:16]=[C:17]([CH:18]=[CH:26][C:24]#[N:25])[CH:20]=[C:21]([CH3:23])[CH:22]=2)=[O:14])=[N:5][C:6]([O:11][CH3:12])=[N:7][C:8]=1[O:9][CH3:10])[CH3:2], predict the reactants needed to synthesize it. The reactants are: [CH2:1]([C:3]1[C:4]([C:13]([C:15]2[CH:16]=[C:17]([CH:20]=[C:21]([CH3:23])[CH:22]=2)[CH:18]=O)=[O:14])=[N:5][C:6]([O:11][CH3:12])=[N:7][C:8]=1[O:9][CH3:10])[CH3:2].[C:24]([CH2:26]P(=O)(OCC)OCC)#[N:25].CC(C)([O-])C.[K+].